This data is from Reaction yield outcomes from USPTO patents with 853,638 reactions. The task is: Predict the reaction yield, written as a fraction of the theoretical maximum amount of product (1.0 means a 100% yield; for example, 0.34 means a 34% yield). (1) The reactants are [Br:1][C:2]1[CH:3]=[C:4]([CH:7]=[C:8]([F:10])[CH:9]=1)C=O.[CH3:11][N:12]([CH3:16])[CH2:13][CH2:14][NH2:15].CC(O)=O.[BH3-]C#N.[Na+]. The catalyst is CO. The product is [Br:1][C:2]1[CH:3]=[C:4]([NH:15][CH2:14][CH2:13][N:12]([CH3:16])[CH3:11])[CH:7]=[C:8]([F:10])[CH:9]=1. The yield is 0.510. (2) The reactants are [CH2:1]([C:5]1[CH:10]=[CH:9][C:8]([C:11]([CH3:40])([CH2:15][CH2:16][CH2:17][CH2:18][C:19](=[O:39])[CH2:20][CH2:21][CH2:22][CH2:23][C:24]([C:29]2[CH:34]=[CH:33][C:32]([CH2:35]C(C)C)=[CH:31][CH:30]=2)([CH3:28])[C:25]([OH:27])=[O:26])[C:12]([OH:14])=[O:13])=[CH:7][CH:6]=1)C(C)C.C(OC(=O)C(C)(C1C=CC(C)=CC=1)CCCCC(=O)CCCCC(C)(C1C=CC(C)=CC=1)C(OCC)=O)C.[OH-].[K+]. The catalyst is O.C(O)C. The product is [CH3:28][C:24]([C:29]1[CH:34]=[CH:33][C:32]([CH3:35])=[CH:31][CH:30]=1)([CH2:23][CH2:22][CH2:21][CH2:20][C:19](=[O:39])[CH2:18][CH2:17][CH2:16][CH2:15][C:11]([CH3:40])([C:8]1[CH:7]=[CH:6][C:5]([CH3:1])=[CH:10][CH:9]=1)[C:12]([OH:14])=[O:13])[C:25]([OH:27])=[O:26]. The yield is 0.390. (3) The reactants are [CH2:1]([C:3]1[S:29][C:6]2[N:7]([CH2:13][C:14]3[CH:19]=[CH:18][C:17]([C:20]4[C:21]([C:26]#[N:27])=[CH:22][CH:23]=[CH:24][CH:25]=4)=[CH:16][C:15]=3[F:28])[C:8](=[O:12])[NH:9][C:10](=[O:11])[C:5]=2[CH:4]=1)[CH3:2].Br[CH2:31][C:32]([C:34]1[CH:39]=[CH:38][C:37]([O:40][CH3:41])=[CH:36][CH:35]=1)=[O:33].CN(C)C=O.[H-].[Na+]. The catalyst is C(OCC)(=O)C. The product is [CH2:1]([C:3]1[S:29][C:6]2[N:7]([CH2:13][C:14]3[CH:19]=[CH:18][C:17]([C:20]4[C:21]([C:26]#[N:27])=[CH:22][CH:23]=[CH:24][CH:25]=4)=[CH:16][C:15]=3[F:28])[C:8](=[O:12])[N:9]([CH2:31][C:32]([C:34]3[CH:39]=[CH:38][C:37]([O:40][CH3:41])=[CH:36][CH:35]=3)=[O:33])[C:10](=[O:11])[C:5]=2[CH:4]=1)[CH3:2]. The yield is 0.690. (4) The reactants are Cl[C:2]1[CH:7]=[CH:6][N:5]=[C:4]2[CH:8]=[C:9]([C:11]3[N:15]([CH2:16][CH3:17])[CH:14]=[N:13][CH:12]=3)[S:10][C:3]=12.[F:18][C:19]1[CH:24]=[C:23]([N+:25]([O-:27])=[O:26])[CH:22]=[CH:21][C:20]=1[OH:28].C(=O)([O-])[O-].[K+].[K+].CO.C(Cl)Cl. The catalyst is O(C1C=CC=CC=1)C1C=CC=CC=1. The product is [CH2:16]([N:15]1[C:11]([C:9]2[S:10][C:3]3[C:4](=[N:5][CH:6]=[CH:7][C:2]=3[O:28][C:20]3[CH:21]=[CH:22][C:23]([N+:25]([O-:27])=[O:26])=[CH:24][C:19]=3[F:18])[CH:8]=2)=[CH:12][N:13]=[CH:14]1)[CH3:17]. The yield is 0.520. (5) The reactants are [CH3:1][CH:2]1[CH2:7][CH2:6][CH2:5][CH:4]([CH3:8])[N:3]1[CH2:9][C:10]#[N:11]. The catalyst is [Ni].CCO. The product is [CH3:1][CH:2]1[CH2:7][CH2:6][CH2:5][CH:4]([CH3:8])[N:3]1[CH2:9][CH2:10][NH2:11]. The yield is 0.780. (6) The reactants are [NH2:1][C:2]1[CH:3]=[C:4]([C:10]2[C:18]3[C:17]([NH:19][C@H:20]([C:22]4[N:27]([C:28]5[CH:33]=[CH:32][CH:31]=[CH:30][CH:29]=5)[C:26](=[O:34])[C:25]5=[C:35]([CH3:38])[CH:36]=[CH:37][N:24]5[N:23]=4)[CH3:21])=[N:16][CH:15]=[N:14][C:13]=3[N:12](COCC[Si](C)(C)C)[CH:11]=2)[CH:5]=[N:6][C:7]=1[O:8][CH3:9].FC(F)(F)C(O)=O.N. No catalyst specified. The product is [NH2:1][C:2]1[CH:3]=[C:4]([C:10]2[C:18]3[C:17]([NH:19][C@H:20]([C:22]4[N:27]([C:28]5[CH:33]=[CH:32][CH:31]=[CH:30][CH:29]=5)[C:26](=[O:34])[C:25]5=[C:35]([CH3:38])[CH:36]=[CH:37][N:24]5[N:23]=4)[CH3:21])=[N:16][CH:15]=[N:14][C:13]=3[NH:12][CH:11]=2)[CH:5]=[N:6][C:7]=1[O:8][CH3:9]. The yield is 0.850.